From a dataset of Forward reaction prediction with 1.9M reactions from USPTO patents (1976-2016). Predict the product of the given reaction. (1) Given the reactants [Cl:1][C:2]1[N:7]=[C:6]([NH2:8])[N:5]=[C:4]([NH:9][C@H:10]2[C:19]3[C:14](=[C:15]([F:20])[CH:16]=[CH:17][CH:18]=3)[O:13][CH2:12][CH2:11]2)[C:3]=1[NH2:21].[C:22](Cl)(Cl)=[O:23], predict the reaction product. The product is: [NH2:8][C:6]1[N:5]=[C:4]2[C:3]([NH:21][C:22](=[O:23])[N:9]2[C@H:10]2[C:19]3[C:14](=[C:15]([F:20])[CH:16]=[CH:17][CH:18]=3)[O:13][CH2:12][CH2:11]2)=[C:2]([Cl:1])[N:7]=1. (2) Given the reactants [Cl:1][C:2]1[CH:7]=[CH:6][C:5]([C@H:8]2[N:15]3[C:11]([S:12][C:13]([C:19]([N:21]4[CH2:28][CH2:27][CH2:26][C@H:22]4[C:23](O)=[O:24])=[O:20])=[C:14]3[CH:16]([CH3:18])[CH3:17])=[N:10][C@:9]2([C:30]2[CH:35]=[CH:34][C:33]([Cl:36])=[CH:32][CH:31]=2)[CH3:29])=[CH:4][CH:3]=1.[OH:37][CH2:38][CH2:39][NH:40][CH2:41][CH2:42][OH:43], predict the reaction product. The product is: [Cl:1][C:2]1[CH:3]=[CH:4][C:5]([C@H:8]2[N:15]3[C:11]([S:12][C:13]([C:19]([N:21]4[CH2:28][CH2:27][CH2:26][C@H:22]4[C:23]([N:40]([CH2:41][CH2:42][OH:43])[CH2:39][CH2:38][OH:37])=[O:24])=[O:20])=[C:14]3[CH:16]([CH3:18])[CH3:17])=[N:10][C@:9]2([C:30]2[CH:35]=[CH:34][C:33]([Cl:36])=[CH:32][CH:31]=2)[CH3:29])=[CH:6][CH:7]=1. (3) Given the reactants [NH2:1][C:2]1[CH:14]=[CH:13][C:5]([C:6]([O:8][C:9]([CH3:12])([CH3:11])[CH3:10])=[O:7])=[CH:4][CH:3]=1.[CH2:15]([O:22][C:23]([NH:25][C:26](=[N:29][C:30]([O:32][CH2:33][C:34]1[CH:39]=[CH:38][CH:37]=[CH:36][CH:35]=1)=[O:31])SC)=[O:24])[C:16]1[CH:21]=[CH:20][CH:19]=[CH:18][CH:17]=1.CCN(CC)CC, predict the reaction product. The product is: [CH2:15]([O:22][C:23]([N:25]=[C:26]([NH:29][C:30]([O:32][CH2:33][C:34]1[CH:35]=[CH:36][CH:37]=[CH:38][CH:39]=1)=[O:31])[NH:1][C:2]1[CH:14]=[CH:13][C:5]([C:6]([O:8][C:9]([CH3:10])([CH3:11])[CH3:12])=[O:7])=[CH:4][CH:3]=1)=[O:24])[C:16]1[CH:17]=[CH:18][CH:19]=[CH:20][CH:21]=1. (4) Given the reactants [I:1][C:2]1[CH:7]=[CH:6][C:5]([NH:8][C:9]2[N:14]=[CH:13][CH:12]=[CH:11][N:10]=2)=[CH:4][CH:3]=1.[CH:15]1([CH2:18]Br)[CH2:17][CH2:16]1.[H-].[Na+], predict the reaction product. The product is: [CH:15]1([CH2:18][N:8]([C:5]2[CH:4]=[CH:3][C:2]([I:1])=[CH:7][CH:6]=2)[C:9]2[N:10]=[CH:11][CH:12]=[CH:13][N:14]=2)[CH2:17][CH2:16]1. (5) Given the reactants [Si]([O:8][CH2:9][CH2:10][N:11]1[C:16](=[O:17])[N:15]([C:18]2[CH:23]=[CH:22][C:21]([F:24])=[CH:20][CH:19]=2)[C:14](=[O:25])[C:13]([C:26]([OH:28])=[O:27])=[N:12]1)(C(C)(C)C)(C)C.C(OC(C1C(=O)N(C2C=CC(F)=CC=2)C(=O)N(CC#C)N=1)=O)C, predict the reaction product. The product is: [F:24][C:21]1[CH:22]=[CH:23][C:18]([N:15]2[C:14](=[O:25])[C:13]([C:26]([OH:28])=[O:27])=[N:12][N:11]([CH2:10][CH2:9][OH:8])[C:16]2=[O:17])=[CH:19][CH:20]=1. (6) Given the reactants Br[C:2]1[N:3]=[C:4]([NH:10]C2C=C3C(=CC=2)CNC3)[C:5](=[O:9])[N:6]([CH3:8])[CH:7]=1.C([O:23][CH2:24][C:25]1[C:30](B2OC(C)(C)C(C)(C)O2)=[CH:29][CH:28]=[CH:27][C:26]=1[CH:40]1[C:45]2[S:46][C:47]3[CH2:51][C:50]([CH3:53])([CH3:52])[CH2:49][C:48]=3[C:44]=2[CH2:43][CH2:42][NH:41]1)(=O)C.C(=O)([O-])[O-].[Na+].[Na+].[F-:60].C([N+:65]([CH2:74][CH2:75][CH2:76][CH3:77])([CH2:70][CH2:71][CH2:72][CH3:73])[CH2:66]CCC)CCC.C1COCC1, predict the reaction product. The product is: [F:60][C:28]1[CH:27]=[C:26]([CH:40]2[C:45]3[S:46][C:47]4[CH2:51][C:50]([CH3:53])([CH3:52])[CH2:49][C:48]=4[C:44]=3[CH2:43][CH2:42][NH:41]2)[C:25]([CH2:24][OH:23])=[C:30]([C:2]2[N:3]=[C:4]([NH:10][C:77]3[CH:76]=[C:75]4[C:71](=[CH:72][CH:73]=3)[CH2:70][N:65]([CH3:66])[CH2:74]4)[C:5](=[O:9])[N:6]([CH3:8])[CH:7]=2)[CH:29]=1. (7) Given the reactants Cl[C:2]1[CH:7]=[CH:6][CH:5]=[C:4]([Cl:8])[C:3]=1[O:9][CH3:10].[C:11]([N:18]1[CH2:23][CH2:22][NH:21][CH2:20][CH2:19]1)([O:13][C:14]([CH3:17])([CH3:16])[CH3:15])=[O:12].C([O-])([O-])=O.[Cs+].[Cs+].C1(P(C2CCCCC2)C2C=CC=CC=2C2C=CC=CC=2N(C)C)CCCCC1, predict the reaction product. The product is: [C:14]([O:13][C:11]([N:18]1[CH2:23][CH2:22][N:21]([C:2]2[CH:7]=[CH:6][CH:5]=[C:4]([Cl:8])[C:3]=2[O:9][CH3:10])[CH2:20][CH2:19]1)=[O:12])([CH3:17])([CH3:15])[CH3:16].